From a dataset of Forward reaction prediction with 1.9M reactions from USPTO patents (1976-2016). Predict the product of the given reaction. (1) Given the reactants [Cl:1]N1C(=O)CCC1=O.[F:9][C:10]([F:32])([F:31])[C:11]([NH:13][C:14]1[CH:19]=[CH:18][C:17]([O:20][C:21]2[CH:26]=[CH:25][N:24]=[C:23]3[NH:27][CH:28]=[CH:29][C:22]=23)=[C:16]([F:30])[CH:15]=1)=[O:12].C(=O)(O)[O-].[Na+], predict the reaction product. The product is: [Cl:1][C:29]1[C:22]2[C:23](=[N:24][CH:25]=[CH:26][C:21]=2[O:20][C:17]2[CH:18]=[CH:19][C:14]([NH:13][C:11](=[O:12])[C:10]([F:31])([F:9])[F:32])=[CH:15][C:16]=2[F:30])[NH:27][CH:28]=1. (2) Given the reactants [F:1][C:2]1[CH:3]=[C:4]([N:11]2[CH2:15][CH2:14][C@@H:13]([N:16]3[CH2:20][CH2:19][CH2:18][C@@H:17]3[CH3:21])[CH2:12]2)[CH:5]=[CH:6][C:7]=1[N+:8]([O-])=O, predict the reaction product. The product is: [F:1][C:2]1[CH:3]=[C:4]([N:11]2[CH2:15][CH2:14][C@@H:13]([N:16]3[CH2:20][CH2:19][CH2:18][C@@H:17]3[CH3:21])[CH2:12]2)[CH:5]=[CH:6][C:7]=1[NH2:8]. (3) The product is: [Cl:36][C:35]1[C:30]([CH2:29][NH:28][C:11]([CH:13]2[CH2:16][N:15]([C:17]([O:19][CH2:20][C:21]3[CH:26]=[CH:25][CH:24]=[CH:23][CH:22]=3)=[O:18])[CH2:14]2)=[O:12])=[N:31][CH:32]=[CH:33][N:34]=1. Given the reactants C(N(CC)C(C)C)(C)C.Cl[C:11]([CH:13]1[CH2:16][N:15]([C:17]([O:19][CH2:20][C:21]2[CH:26]=[CH:25][CH:24]=[CH:23][CH:22]=2)=[O:18])[CH2:14]1)=[O:12].Cl.[NH2:28][CH2:29][C:30]1[C:35]([Cl:36])=[N:34][CH:33]=[CH:32][N:31]=1, predict the reaction product. (4) Given the reactants FC1C=C(C2CC(=O)C3C(=CC=C(O)C=3)O2)C=CC=1.[OH:20][C:21]1[CH:26]=[CH:25][C:24]([OH:27])=[CH:23][C:22]=1[C:28](=[O:30])[CH3:29].[F:31][C:32]1[CH:39]=[CH:38][CH:37]=[C:36]([F:40])[C:33]=1[CH:34]=O, predict the reaction product. The product is: [OH:27][C:24]1[CH:23]=[C:22]2[C:21](=[CH:26][CH:25]=1)[O:20][CH:34]([C:33]1[C:32]([F:31])=[CH:39][CH:38]=[CH:37][C:36]=1[F:40])[CH2:29][C:28]2=[O:30]. (5) Given the reactants [C:1](Br)#[N:2].[C:4]([O:8][C:9]([N:11]1[CH2:16][CH2:15][NH:14][CH2:13][CH2:12]1)=[O:10])([CH3:7])([CH3:6])[CH3:5].CCN(C(C)C)C(C)C.O, predict the reaction product. The product is: [C:4]([O:8][C:9]([N:11]1[CH2:16][CH2:15][N:14]([C:1]#[N:2])[CH2:13][CH2:12]1)=[O:10])([CH3:7])([CH3:5])[CH3:6]. (6) Given the reactants [CH:1]([NH:4][C:5](=[O:18])[NH:6][C:7]1[CH:8]=[C:9]([CH:14]=[CH:15][C:16]=1[CH3:17])[C:10]([O:12]C)=[O:11])([CH3:3])[CH3:2].[OH-].[Na+], predict the reaction product. The product is: [CH3:17][C:16]1[CH:15]=[CH:14][C:9]([C:10]([OH:12])=[O:11])=[CH:8][C:7]=1[NH:6][C:5](=[O:18])[NH:4][CH:1]([CH3:2])[CH3:3].